From a dataset of Catalyst prediction with 721,799 reactions and 888 catalyst types from USPTO. Predict which catalyst facilitates the given reaction. (1) Reactant: [Cl:1][C:2]1[CH:3]=[C:4]([CH:13]=[CH:14][C:15]=1[Cl:16])[O:5][C:6]1[CH:7]=[N:8][C:9]([OH:12])=[N:10][CH:11]=1.[CH3:17][N:18]([C:22]1[CH:27]=[CH:26][CH:25]=[CH:24][CH:23]=1)[C:19](Cl)=[O:20].N12CCN(CC1)CC2.O. Product: [Cl:1][C:2]1[CH:3]=[C:4]([CH:13]=[CH:14][C:15]=1[Cl:16])[O:5][C:6]1[CH:11]=[N:10][C:9]([O:12][C:19](=[O:20])[N:18]([CH3:17])[C:22]2[CH:27]=[CH:26][CH:25]=[CH:24][CH:23]=2)=[N:8][CH:7]=1. The catalyst class is: 9. (2) Reactant: [C:1]([CH:3]=[CH:4][C@H:5]1[CH2:10][CH2:9][C@H:8]([NH:11][C:12](=[O:18])[O:13][C:14]([CH3:17])([CH3:16])[CH3:15])[CH2:7][CH2:6]1)#[N:2]. Product: [C:14]([O:13][C:12](=[O:18])[NH:11][C@H:8]1[CH2:7][CH2:6][C@H:5]([CH2:4][CH2:3][C:1]#[N:2])[CH2:10][CH2:9]1)([CH3:17])([CH3:15])[CH3:16]. The catalyst class is: 63. (3) Reactant: C([O:3][C:4](=[O:27])[C:5]1[CH:10]=[CH:9][C:8]([C:11]2[CH:12]=[N:13][C:14]([NH2:26])=[C:15]([C:17](=[O:25])[NH:18][C:19]3[CH:24]=[CH:23][N:22]=[CH:21][CH:20]=3)[CH:16]=2)=[CH:7][CH:6]=1)C.[OH-].[Na+]. The catalyst class is: 1. Product: [NH2:26][C:14]1[N:13]=[CH:12][C:11]([C:8]2[CH:7]=[CH:6][C:5]([C:4]([OH:27])=[O:3])=[CH:10][CH:9]=2)=[CH:16][C:15]=1[C:17](=[O:25])[NH:18][C:19]1[CH:24]=[CH:23][N:22]=[CH:21][CH:20]=1.